This data is from Catalyst prediction with 721,799 reactions and 888 catalyst types from USPTO. The task is: Predict which catalyst facilitates the given reaction. Reactant: B.C1COCC1.[N:7]1[CH:12]=[CH:11][CH:10]=[C:9]([NH:13][C:14]([CH:16]2[NH:21][CH2:20][CH2:19][N:18]([C:22]([O:24][C:25]([CH3:28])([CH3:27])[CH3:26])=[O:23])[CH2:17]2)=O)[CH:8]=1. Product: [N:7]1[CH:12]=[CH:11][CH:10]=[C:9]([NH:13][CH2:14][CH:16]2[NH:21][CH2:20][CH2:19][N:18]([C:22]([O:24][C:25]([CH3:28])([CH3:27])[CH3:26])=[O:23])[CH2:17]2)[CH:8]=1. The catalyst class is: 1.